Dataset: hERG potassium channel inhibition data for cardiac toxicity prediction from Karim et al.. Task: Regression/Classification. Given a drug SMILES string, predict its toxicity properties. Task type varies by dataset: regression for continuous values (e.g., LD50, hERG inhibition percentage) or binary classification for toxic/non-toxic outcomes (e.g., AMES mutagenicity, cardiotoxicity, hepatotoxicity). Dataset: herg_karim. The drug is N#Cc1cccc(CCN2CCN(C(=O)Cc3ccc(-n4cnnn4)cc3)CC2)c1. The result is 1 (blocker).